Dataset: Reaction yield outcomes from USPTO patents with 853,638 reactions. Task: Predict the reaction yield, written as a fraction of the theoretical maximum amount of product (1.0 means a 100% yield; for example, 0.34 means a 34% yield). (1) The reactants are Br[C:2]1[CH:3]=[CH:4][C:5]2[C:11]3[N:12]=[C:13]([N:15]4[C:19]([CH3:21])([CH3:20])[CH2:18][N:17]([CH3:22])[C:16]4=[O:23])[S:14][C:10]=3[CH2:9][CH2:8][O:7][C:6]=2[CH:24]=1.[CH3:25][C:26]([OH:43])([CH3:42])[CH2:27][N:28]1[CH:32]=[C:31](B2OC(C)(C)C(C)(C)O2)[CH:30]=[N:29]1. No catalyst specified. The product is [OH:43][C:26]([CH3:42])([CH3:25])[CH2:27][N:28]1[CH:32]=[C:31]([C:2]2[CH:3]=[CH:4][C:5]3[C:11]4[N:12]=[C:13]([N:15]5[C:19]([CH3:21])([CH3:20])[CH2:18][N:17]([CH3:22])[C:16]5=[O:23])[S:14][C:10]=4[CH2:9][CH2:8][O:7][C:6]=3[CH:24]=2)[CH:30]=[N:29]1. The yield is 0.330. (2) The reactants are [CH:1](=[O:4])[CH2:2][CH3:3].[CH:5]1([CH:11]=[O:12])[CH2:10][CH2:9][CH2:8][CH2:7][CH2:6]1.N1CCC[C@H]1C(O)=O. The catalyst is CN(C)C=O.C(OCC)C. The product is [CH:5]1([C@H:11]([OH:12])[C@H:2]([CH3:3])[CH:1]=[O:4])[CH2:10][CH2:9][CH2:8][CH2:7][CH2:6]1. The yield is 0.870. (3) The reactants are [C:1]([C:4]1[C:9](=[O:10])[C:8]([O:11][CH3:12])=[CH:7][N:6]([C:13]2[CH:18]=[C:17]([I:19])[CH:16]=[CH:15][C:14]=2[F:20])[N:5]=1)(=O)[CH3:2].[CH3:21]C(O)=O.[C:25]1([NH:31][NH2:32])[CH:30]=[CH:29][CH:28]=[CH:27][CH:26]=1. The catalyst is COC(OC)N(C)C. The product is [F:20][C:14]1[CH:15]=[CH:16][C:17]([I:19])=[CH:18][C:13]=1[N:6]1[CH:7]=[C:8]([O:11][CH3:12])[C:9](=[O:10])[C:4]([C:1]2[N:31]([C:25]3[CH:30]=[CH:29][CH:28]=[CH:27][CH:26]=3)[N:32]=[CH:21][CH:2]=2)=[N:5]1. The yield is 0.600. (4) The reactants are [CH3:1][O:2][C:3]1[CH:8]=[CH:7][C:6]([N:9]([CH2:34][C:35]2[CH:36]=[N:37][CH:38]=[CH:39][C:40]=2[CH3:41])[CH:10]2[CH2:15][CH2:14][N:13]([C@H:16]([CH3:33])[CH2:17][CH2:18][NH:19][C:20](=[O:32])[C:21]3[C:29]([CH3:30])=[CH:28][C:24]([C:25](O)=[O:26])=[CH:23][C:22]=3[CH3:31])[CH2:12][CH2:11]2)=[CH:5][CH:4]=1.CCN=C=NCCCN(C)C.C1C=C[C:56]2N(O)N=[N:59][C:57]=2[CH:58]=1.C(N)(C)C.CCN(C(C)C)C(C)C. The catalyst is CN(C=O)C. The product is [CH:57]([NH:59][C:25](=[O:26])[C:24]1[CH:28]=[C:29]([CH3:30])[C:21]([C:20]([NH:19][CH2:18][CH2:17][C@H:16]([N:13]2[CH2:12][CH2:11][CH:10]([N:9]([C:6]3[CH:7]=[CH:8][C:3]([O:2][CH3:1])=[CH:4][CH:5]=3)[CH2:34][C:35]3[CH:36]=[N:37][CH:38]=[CH:39][C:40]=3[CH3:41])[CH2:15][CH2:14]2)[CH3:33])=[O:32])=[C:22]([CH3:31])[CH:23]=1)([CH3:58])[CH3:56]. The yield is 0.860. (5) The reactants are FC(F)(F)C([O-])=O.[CH:8]1([N:13]2[C:18]3=[N:19][C:20]([NH:23][C:24]4[CH:29]=[CH:28][C:27]([N:30]5[CH:34]=[CH:33][CH:32]=[N:31]5)=[CH:26][CH:25]=4)=[N:21][CH:22]=[C:17]3[CH2:16][NH:15][C:14]2=[O:35])[CH2:12][CH2:11][CH2:10][CH2:9]1.CC(C)([O-])C.[K+]. The catalyst is C1COCC1. The product is [CH:8]1([N:13]2[C:18]3=[N:19][C:20]([NH:23][C:24]4[CH:25]=[CH:26][C:27]([N:30]5[CH:34]=[CH:33][CH:32]=[N:31]5)=[CH:28][CH:29]=4)=[N:21][CH:22]=[C:17]3[CH:16]=[N:15][C:14]2=[O:35])[CH2:9][CH2:10][CH2:11][CH2:12]1. The yield is 0.400. (6) The reactants are C([N:8]1[CH2:14][C:13]2[N:15]=[CH:16][C:17]([N:19]3[CH2:23][CH2:22][CH2:21][CH:20]3[CH3:24])=[N:18][C:12]=2[O:11][CH2:10][CH2:9]1)C1C=CC=CC=1.C(OCC)(=O)C.[ClH:31]. The catalyst is CO.[OH-].[OH-].[Pd+2]. The product is [ClH:31].[CH3:24][CH:20]1[CH2:21][CH2:22][CH2:23][N:19]1[C:17]1[CH:16]=[N:15][C:13]2[CH2:14][NH:8][CH2:9][CH2:10][O:11][C:12]=2[N:18]=1. The yield is 0.710. (7) The reactants are P(Br)(Br)[Br:2].[CH2:5]([O:12][C:13]1[CH:14]=[N:15][C:16]2[C:21]([C:22]=1[CH2:23]O)=[N:20][C:19]([O:25][CH3:26])=[CH:18][CH:17]=2)[C:6]1[CH:11]=[CH:10][CH:9]=[CH:8][CH:7]=1.C(=O)([O-])[O-].[Na+].[Na+]. The catalyst is ClCCl. The product is [CH2:5]([O:12][C:13]1[C:22]([CH2:23][Br:2])=[C:21]2[C:16]([CH:17]=[CH:18][C:19]([O:25][CH3:26])=[N:20]2)=[N:15][CH:14]=1)[C:6]1[CH:11]=[CH:10][CH:9]=[CH:8][CH:7]=1. The yield is 0.990. (8) The reactants are [CH3:1][O:2][C:3]([C@@H:5]1[CH2:9][O:8][C@H:7]([C:10]([CH3:13])([CH3:12])[CH3:11])[N:6]1[CH:14]=[O:15])=[O:4].I[CH2:17][CH2:18][CH2:19][CH3:20].CN(P(N(C)C)(N(C)C)=O)C.C[Si]([N-][Si](C)(C)C)(C)C.[Na+]. The catalyst is C1COCC1.CCOCC. The product is [CH3:1][O:2][C:3]([C@:5]1([CH2:17][CH2:18][CH2:19][CH3:20])[CH2:9][O:8][C@H:7]([C:10]([CH3:11])([CH3:12])[CH3:13])[N:6]1[CH:14]=[O:15])=[O:4]. The yield is 0.690.